This data is from HIV replication inhibition screening data with 41,000+ compounds from the AIDS Antiviral Screen. The task is: Binary Classification. Given a drug SMILES string, predict its activity (active/inactive) in a high-throughput screening assay against a specified biological target. (1) The compound is O=C(c1ccc(Cl)cc1)N(C(=S)N1CCN(c2ccccc2)CC1)C1CCCCC1. The result is 0 (inactive). (2) The result is 0 (inactive). The molecule is NC(CSSCC(N)C(=O)O)C(=O)O. (3) The result is 0 (inactive). The compound is CC(C)(C)[Si](C)(C)OCC1OC(n2cnc3c(N)ncnc32)C(O[Si](C)(C)C(C)(C)C)C1O[Si](C)(C)C(C)(C)C. (4) The molecule is O=C1CCCCC1=Cc1ccc([N+](=O)[O-])cc1. The result is 0 (inactive). (5) The result is 0 (inactive). The molecule is COC(=O)c1ccc(Cc2cc(Cc3ccc(C(=O)OC)cc3)cc(Cc3ccc(C(=O)OC)cc3)c2)cc1. (6) The molecule is Cc1cccc(C)c1Nc1nc(C)c(C(=O)CC(=O)C(=O)Nc2c(C(C)C)cccc2C(C)C)s1. The result is 0 (inactive). (7) The drug is O=C1c2ccccc2C(=O)c2c1cc(S(=O)(=O)O)c(O)c2O. The result is 0 (inactive).